From a dataset of Full USPTO retrosynthesis dataset with 1.9M reactions from patents (1976-2016). Predict the reactants needed to synthesize the given product. (1) Given the product [OH:41][C:35]1[C:34]2[NH:33][C:32](=[O:31])[S:46][C:39]=2[C:38]([CH:10]([OH:11])[CH2:9][NH:8][CH2:16][CH2:17][C:18]2[CH:19]=[CH:20][C:21]([CH2:24][CH2:25][CH3:26])=[CH:22][CH:23]=2)=[CH:37][CH:36]=1, predict the reactants needed to synthesize it. The reactants are: C([N:8]([CH2:16][CH2:17][C:18]1[CH:23]=[CH:22][C:21]([CH2:24][CH:25](C)[CH3:26])=[CH:20][CH:19]=1)[CH2:9][C:10](N(OC)C)=[O:11])C1C=CC=CC=1.C([O:31][C:32](=[S:46])[NH:33][C:34]1[CH:39]=[C:38](F)[CH:37]=[CH:36][C:35]=1[O:41]C(C)(C)C)(C)C. (2) Given the product [CH3:14][S:15]([N:6]1[CH2:5][CH2:4][C:3]([CH:1]=[CH2:2])([C:9]([O:11][CH2:12][CH3:13])=[O:10])[CH2:8][CH2:7]1)(=[O:17])=[O:16], predict the reactants needed to synthesize it. The reactants are: [CH:1]([C:3]1([C:9]([O:11][CH2:12][CH3:13])=[O:10])[CH2:8][CH2:7][NH:6][CH2:5][CH2:4]1)=[CH2:2].[CH3:14][S:15](Cl)(=[O:17])=[O:16]. (3) Given the product [N+:5]([O-:8])([O-:7])=[O:6].[Ca+2:9].[N+:10]([O-:13])([O-:12])=[O:11], predict the reactants needed to synthesize it. The reactants are: O.O.O.O.[N+:5]([O-:8])([O-:7])=[O:6].[Ca+2:9].[N+:10]([O-:13])([O-:12])=[O:11].